Predict the product of the given reaction. From a dataset of Forward reaction prediction with 1.9M reactions from USPTO patents (1976-2016). (1) Given the reactants [Br:1][C:2]1[CH:3]=[CH:4][CH:5]=[C:6]2[C:11]=1[CH:10]=[N:9][C:8]([OH:12])=[CH:7]2.IC.O.[C:16](OCC)(=O)C, predict the reaction product. The product is: [Br:1][C:2]1[CH:3]=[CH:4][CH:5]=[C:6]2[C:11]=1[CH:10]=[N:9][C:8]([O:12][CH3:16])=[CH:7]2. (2) Given the reactants Cl.[NH2:2][C@@H:3]([CH2:25][CH:26]1[CH2:30][CH2:29][CH2:28][CH2:27]1)[C:4]([NH:6][C@H:7]1[CH2:13][CH2:12][C@@H:11]([CH3:14])[N:10]([S:15]([C:18]2[CH:23]=[CH:22][CH:21]=[CH:20][N:19]=2)(=[O:17])=[O:16])[CH2:9][C@@H:8]1[OH:24])=[O:5].[N:31]1([C:36]2[CH:44]=[CH:43][CH:42]=[CH:41][C:37]=2[C:38](O)=[O:39])[CH:35]=[CH:34][CH:33]=[N:32]1.CC(OI1(OC(C)=O)(OC(C)=O)OC(=O)C2C=CC=CC1=2)=O, predict the reaction product. The product is: [CH:26]1([CH2:25][C@H:3]([NH:2][C:38](=[O:39])[C:37]2[CH:41]=[CH:42][CH:43]=[CH:44][C:36]=2[N:31]2[CH:35]=[CH:34][CH:33]=[N:32]2)[C:4](=[O:5])[NH:6][C@H:7]2[CH2:13][CH2:12][C@@H:11]([CH3:14])[N:10]([S:15]([C:18]3[CH:23]=[CH:22][CH:21]=[CH:20][N:19]=3)(=[O:16])=[O:17])[CH2:9][C:8]2=[O:24])[CH2:27][CH2:28][CH2:29][CH2:30]1. (3) Given the reactants [CH3:1][C:2]([CH3:21])([CH3:20])[C@@H:3]([C:16]([O:18]C)=[O:17])[NH:4][C:5]([O:7][C@@H:8]1[CH2:10][C@H:9]1[CH2:11][CH2:12][CH2:13][CH:14]=[CH2:15])=[O:6].O[Li].O, predict the reaction product. The product is: [CH3:1][C:2]([CH3:21])([CH3:20])[C@@H:3]([C:16]([OH:18])=[O:17])[NH:4][C:5]([O:7][C@@H:8]1[CH2:10][C@H:9]1[CH2:11][CH2:12][CH2:13][CH:14]=[CH2:15])=[O:6].